From a dataset of Full USPTO retrosynthesis dataset with 1.9M reactions from patents (1976-2016). Predict the reactants needed to synthesize the given product. Given the product [F:1][C:2]1[CH:7]=[CH:6][CH:5]=[C:4]([N+:8]([O-:10])=[O:9])[C:3]=1[NH:22][CH2:19][CH2:20][CH3:21], predict the reactants needed to synthesize it. The reactants are: [F:1][C:2]1[CH:7]=[CH:6][CH:5]=[C:4]([N+:8]([O-:10])=[O:9])[C:3]=1OS(C(F)(F)F)(=O)=O.[CH2:19]([NH2:22])[CH2:20][CH3:21].